This data is from Reaction yield outcomes from USPTO patents with 853,638 reactions. The task is: Predict the reaction yield, written as a fraction of the theoretical maximum amount of product (1.0 means a 100% yield; for example, 0.34 means a 34% yield). The yield is 0.750. The reactants are [N:1]1[C:10]2[NH:9][CH2:8][CH2:7][CH2:6][C:5]=2[CH:4]=[CH:3][C:2]=1[CH2:11][CH2:12][OH:13].C([O-])([O-])=O.[K+].[K+].[CH3:20][O:21][C:22]1[CH:29]=[CH:28][C:25]([CH2:26]Cl)=[CH:24][CH:23]=1. The catalyst is CN(C=O)C. The product is [CH3:20][O:21][C:22]1[CH:29]=[CH:28][C:25]([CH2:26][N:9]2[C:10]3[N:1]=[C:2]([CH2:11][CH2:12][OH:13])[CH:3]=[CH:4][C:5]=3[CH2:6][CH2:7][CH2:8]2)=[CH:24][CH:23]=1.